From a dataset of Full USPTO retrosynthesis dataset with 1.9M reactions from patents (1976-2016). Predict the reactants needed to synthesize the given product. (1) Given the product [CH2:13]([S:10][C:7]1[CH:8]=[CH:9][C:4]([N+:1]([O-:3])=[O:2])=[CH:5][CH:6]=1)[CH3:14], predict the reactants needed to synthesize it. The reactants are: [N+:1]([C:4]1[CH:9]=[CH:8][C:7]([SH:10])=[CH:6][CH:5]=1)([O-:3])=[O:2].[OH-].[Na+].[CH2:13](I)[CH3:14].[Cl-].[Na+]. (2) Given the product [C:29]([O:28][C:26]([N:33]1[CH:37]=[C:36]([C:2]2[CH:3]=[C:4]3[C:9](=[CH:10][CH:11]=2)[N:8]=[C:7]([N:12]([CH2:14][C:15]2[CH:20]=[CH:19][C:18]([F:21])=[C:17]([C:22]([F:24])([F:23])[F:25])[CH:16]=2)[CH3:13])[CH:6]=[N:5]3)[CH:35]=[N:34]1)=[O:27])([CH3:32])([CH3:30])[CH3:31], predict the reactants needed to synthesize it. The reactants are: Br[C:2]1[CH:3]=[C:4]2[C:9](=[CH:10][CH:11]=1)[N:8]=[C:7]([N:12]([CH2:14][C:15]1[CH:20]=[CH:19][C:18]([F:21])=[C:17]([C:22]([F:25])([F:24])[F:23])[CH:16]=1)[CH3:13])[CH:6]=[N:5]2.[C:26]([N:33]1[CH:37]=[C:36](B2OC(C)(C)C(C)(C)O2)[CH:35]=[N:34]1)([O:28][C:29]([CH3:32])([CH3:31])[CH3:30])=[O:27].C(=O)([O-])[O-].[Cs+].[Cs+].[I-].[K+]. (3) Given the product [N:5]1[C:4]2[N:8]=[CH:9][CH:10]=[CH:11][C:3]=2[CH:2]=[N:7][CH:6]=1, predict the reactants needed to synthesize it. The reactants are: N[C:2]1[C:3]2[C:11](=O)[CH:10]=[CH:9][N:8]([C@@H]3O[C@H](CO)[C@@H](O)[C@H]3O)[C:4]=2[N:5]=[CH:6][N:7]=1.Cl[Si](C(C)C)(C(C)C)O[Si](Cl)(C(C)C)C(C)C.O.